Dataset: Reaction yield outcomes from USPTO patents with 853,638 reactions. Task: Predict the reaction yield, written as a fraction of the theoretical maximum amount of product (1.0 means a 100% yield; for example, 0.34 means a 34% yield). The reactants are [C:1]([O:5][C:6]([N:8]1[CH2:13][CH2:12][CH:11]([NH:14][C:15]2[C:20]([O:21][CH2:22][C:23]([O:25]CC)=O)=[CH:19][CH:18]=[CH:17][N:16]=2)[CH2:10][CH2:9]1)=[O:7])([CH3:4])([CH3:3])[CH3:2].[Li+].[OH-].CN(C(ON1N=NC2C=CC=NC1=2)=[N+](C)C)C.F[P-](F)(F)(F)(F)F. The catalyst is O.CO. The product is [C:1]([O:5][C:6]([N:8]1[CH2:13][CH2:12][CH:11]([N:14]2[C:23](=[O:25])[CH2:22][O:21][C:20]3[CH:19]=[CH:18][CH:17]=[N:16][C:15]2=3)[CH2:10][CH2:9]1)=[O:7])([CH3:2])([CH3:3])[CH3:4]. The yield is 0.460.